The task is: Predict the reactants needed to synthesize the given product.. This data is from Full USPTO retrosynthesis dataset with 1.9M reactions from patents (1976-2016). (1) Given the product [Cl:3][C:4]1[N:5]=[C:6]([Cl:13])[C:7]2[CH:12]=[CH:11][N:10]([CH2:19][O:18][CH2:17][CH2:16][Si:15]([CH3:22])([CH3:21])[CH3:14])[C:8]=2[N:9]=1, predict the reactants needed to synthesize it. The reactants are: [H-].[Na+].[Cl:3][C:4]1[N:5]=[C:6]([Cl:13])[C:7]2[CH:12]=[CH:11][NH:10][C:8]=2[N:9]=1.[CH3:14][Si:15]([CH3:22])([CH3:21])[CH2:16][CH2:17][O:18][CH2:19]Cl. (2) Given the product [F:1][C:2]1[CH:3]=[CH:4][C:5]([O:13][CH3:14])=[C:6]([CH2:8][CH2:9][CH2:10][CH:11]([OH:12])[CH2:18][CH2:17][CH:16]=[CH2:15])[CH:7]=1, predict the reactants needed to synthesize it. The reactants are: [F:1][C:2]1[CH:3]=[CH:4][C:5]([O:13][CH3:14])=[C:6]([CH2:8][CH2:9][CH2:10][CH:11]=[O:12])[CH:7]=1.[CH:15]([Mg]Br)=[CH:16][CH2:17][CH3:18].[Cl-].[NH4+]. (3) Given the product [OH:9][CH2:8][C:7]1[CH:11]=[C:3]([O:2][CH3:1])[CH:4]=[CH:5][C:6]=1[OH:12], predict the reactants needed to synthesize it. The reactants are: [CH3:1][O:2][C:3]1[CH:11]=[C:7]([C:8](O)=[O:9])[C:6]([OH:12])=[CH:5][CH:4]=1. (4) Given the product [Cl:1][C:2]1[CH:7]=[C:6]2[NH:8][C:9](=[O:42])[C:10]3([CH:15]([C:16]4[CH:21]=[C:20]([Cl:22])[CH:19]=[CH:18][C:17]=4[O:23][C:24]([C:29]([OH:31])=[O:30])([CH2:27][CH3:28])[CH2:25][CH3:26])[CH2:14][C:13](=[O:33])[NH:12][CH:11]3[C:34]3[CH:39]=[C:38]([F:40])[CH:37]=[CH:36][C:35]=3[CH3:41])[C:5]2=[CH:4][C:3]=1[F:43], predict the reactants needed to synthesize it. The reactants are: [Cl:1][C:2]1[CH:7]=[C:6]2[NH:8][C:9](=[O:42])[C:10]3([CH:15]([C:16]4[CH:21]=[C:20]([Cl:22])[CH:19]=[CH:18][C:17]=4[O:23][C:24]([C:29]([O:31]C)=[O:30])([CH2:27][CH3:28])[CH2:25][CH3:26])[CH2:14][C:13](=[O:33])[NH:12][CH:11]3[C:34]3[CH:39]=[C:38]([F:40])[CH:37]=[CH:36][C:35]=3[CH3:41])[C:5]2=[CH:4][C:3]=1[F:43].O[Li].O.O.Cl.